Dataset: Forward reaction prediction with 1.9M reactions from USPTO patents (1976-2016). Task: Predict the product of the given reaction. (1) Given the reactants [Cl:1][C:2]1[C:7]([CH2:8][CH3:9])=[CH:6][CH:5]=[C:4]([Cl:10])[C:3]=1[CH2:11][OH:12].O[C:14]1[CH:19]=[CH:18][C:17]2[C:20]3([CH2:36][O:37][C:16]=2[CH:15]=1)[CH2:25][CH2:24][N:23]([CH2:26][CH:27]([CH3:35])[C:28]([O:30][C:31]([CH3:34])([CH3:33])[CH3:32])=[O:29])[CH2:22][CH2:21]3.C1(P(C2C=CC=CC=2)C2C=CC=CC=2)C=CC=CC=1.CC(OC(/N=N/C(OC(C)C)=O)=O)C, predict the reaction product. The product is: [Cl:1][C:2]1[C:7]([CH2:8][CH3:9])=[CH:6][CH:5]=[C:4]([Cl:10])[C:3]=1[CH2:11][O:12][C:14]1[CH:19]=[CH:18][C:17]2[C:20]3([CH2:36][O:37][C:16]=2[CH:15]=1)[CH2:25][CH2:24][N:23]([CH2:26][CH:27]([CH3:35])[C:28]([O:30][C:31]([CH3:32])([CH3:34])[CH3:33])=[O:29])[CH2:22][CH2:21]3. (2) The product is: [CH2:1]([C:3]1[N:13]([CH2:14][C:15]2[CH:20]=[CH:19][C:18]([CH2:24][C:23]#[C:22][OH:25])=[CH:17][CH:16]=2)[C:6]2=[N:7][C:8]([CH3:12])=[CH:9][C:10]([CH3:11])=[C:5]2[N:4]=1)[CH3:2]. Given the reactants [CH2:1]([C:3]1[N:13]([CH2:14][C:15]2[CH:20]=[CH:19][C:18](I)=[CH:17][CH:16]=2)[C:6]2=[N:7][C:8]([CH3:12])=[CH:9][C:10]([CH3:11])=[C:5]2[N:4]=1)[CH3:2].[CH2:22]([OH:25])[C:23]#[CH:24].C(N(CC)CC)C, predict the reaction product. (3) Given the reactants N.O.O[N:4]1C2C=CC=CC=2N=N1.Cl.CN(C)CCCN=C=NCC.[Cl:25][C:26]1[CH:27]=[N:28][C:29]2[C:34]([C:35]=1[CH2:36][CH2:37][CH2:38][C:39]1([C:56]([OH:58])=O)[CH2:44][CH2:43][N:42]([CH2:45][CH2:46][O:47][C:48]3[CH:53]=[C:52]([F:54])[CH:51]=[C:50]([F:55])[CH:49]=3)[CH2:41][CH2:40]1)=[CH:33][C:32]([O:59][CH3:60])=[CH:31][CH:30]=2, predict the reaction product. The product is: [Cl:25][C:26]1[CH:27]=[N:28][C:29]2[C:34]([C:35]=1[CH2:36][CH2:37][CH2:38][C:39]1([C:56]([NH2:4])=[O:58])[CH2:44][CH2:43][N:42]([CH2:45][CH2:46][O:47][C:48]3[CH:53]=[C:52]([F:54])[CH:51]=[C:50]([F:55])[CH:49]=3)[CH2:41][CH2:40]1)=[CH:33][C:32]([O:59][CH3:60])=[CH:31][CH:30]=2. (4) Given the reactants [CH2:1]([C@@H:5]1[NH:10][CH2:9][C@H:8]([CH2:11][CH:12]([CH3:14])[CH3:13])[NH:7][C:6]1=[O:15])[CH:2]([CH3:4])[CH3:3].[F:16][C:17]1[CH:22]=[CH:21][C:20]([C:23]2[O:27][N:26]=[C:25]([CH2:28][C:29](O)=[O:30])[CH:24]=2)=[CH:19][CH:18]=1.C([C@@H]1N(CC2C=C(C3C=CC=CC=3)ON=2)C[C@H](CC(C)C)NC1=O)C(C)C, predict the reaction product. The product is: [F:16][C:17]1[CH:18]=[CH:19][C:20]([C:23]2[O:27][N:26]=[C:25]([CH2:28][C:29]([N:10]3[CH2:9][C@H:8]([CH2:11][CH:12]([CH3:14])[CH3:13])[NH:7][C:6](=[O:15])[C@@H:5]3[CH2:1][CH:2]([CH3:4])[CH3:3])=[O:30])[CH:24]=2)=[CH:21][CH:22]=1. (5) Given the reactants [K+].[Br-].N1C2C=CC=CC=2C=C[CH:5]=N1.FC(F)(F)COC(C1N=C[N:23]2[C:29]3[CH:30]=[CH:31][C:32]([Br:34])=[CH:33][C:28]=3[C:27]([C:35]3[CH:40]=[CH:39][CH:38]=[CH:37][C:36]=3F)=[N:26]CC=12)=O.CCO[C:47]([CH3:49])=[O:48], predict the reaction product. The product is: [Br:34][C:32]1[CH:31]=[CH:30][C:29]2[NH:23][C:47](=[O:48])[CH:49]([CH3:5])[N:26]=[C:27]([C:35]3[CH:40]=[CH:39][CH:38]=[CH:37][CH:36]=3)[C:28]=2[CH:33]=1. (6) The product is: [NH2:13][C:14]1[N:19]=[C:18]([C:20]2[CH:21]=[CH:22][C:23]([C:24]([NH:48][CH2:47][C:44]3[CH:45]=[CH:46][C:41]([O:40][CH3:39])=[CH:42][CH:43]=3)=[O:26])=[CH:27][CH:28]=2)[CH:17]=[CH:16][N:15]=1. Given the reactants CCN=C=NCCCN(C)C.Cl.[NH2:13][C:14]1[N:19]=[C:18]([C:20]2[CH:28]=[CH:27][C:23]([C:24]([OH:26])=O)=[CH:22][CH:21]=2)[CH:17]=[CH:16][N:15]=1.C1C=CC2N(O)N=NC=2C=1.[CH3:39][O:40][C:41]1[CH:46]=[CH:45][C:44]([CH2:47][NH2:48])=[CH:43][CH:42]=1, predict the reaction product. (7) Given the reactants C([Si](C)(C)[O:6][C@H:7]1[C@:11]([C:14]#[CH:15])([CH2:12][OH:13])[O:10][C@@H:9]([N:16]2[CH:24]=[C:22]([CH3:23])[C:20](=[O:21])[NH:19][C:17]2=[O:18])[CH2:8]1)(C)(C)C.[CH3:27]O, predict the reaction product. The product is: [CH2:14]([C@:11]1([CH2:12][OH:13])[O:10][C@@H:9]([N:16]2[CH:24]=[C:22]([CH3:23])[C:20](=[O:21])[NH:19][C:17]2=[O:18])[CH2:8][C@@H:7]1[OH:6])[CH:15]=[CH2:27].